From a dataset of Forward reaction prediction with 1.9M reactions from USPTO patents (1976-2016). Predict the product of the given reaction. (1) Given the reactants [Cl:1][C:2]1[CH:3]=[CH:4][C:5]([N+:11]([O-:13])=[O:12])=[C:6]([CH:10]=1)[C:7]([OH:9])=[O:8].CO[C:16](=O)[C:17]1C=C(N(CCC)CCC)C=CC=1N.S(Cl)(Cl)=O, predict the reaction product. The product is: [CH2:16]([O:8][C:7](=[O:9])[C:6]1[CH:10]=[C:2]([Cl:1])[CH:3]=[CH:4][C:5]=1[N+:11]([O-:13])=[O:12])[CH3:17]. (2) Given the reactants [CH2:1]([NH:5][C:6]1[N:14]=[C:13]2[C:9]([N:10]=[C:11]([O:20]C)[N:12]2[CH2:15][CH2:16][CH2:17][CH2:18]Cl)=[C:8]([NH2:22])[N:7]=1)[CH2:2][CH2:3][CH3:4].[CH3:23][CH:24]([N:26]1[CH2:31][CH2:30][NH:29][CH2:28][CH2:27]1)[CH3:25], predict the reaction product. The product is: [NH2:22][C:8]1[N:7]=[C:6]([NH:5][CH2:1][CH2:2][CH2:3][CH3:4])[N:14]=[C:13]2[C:9]=1[NH:10][C:11](=[O:20])[N:12]2[CH2:15][CH2:16][CH2:17][CH2:18][N:29]1[CH2:30][CH2:31][N:26]([CH:24]([CH3:25])[CH3:23])[CH2:27][CH2:28]1. (3) Given the reactants [Cl:1][C:2]1[C:3]2[CH:10]=[CH:9][N:8]([C@H:11]3[C@:15]([C:17]#[CH:18])([OH:16])[C@H:14]([O:19]CC4C=CC(Cl)=CC=4Cl)[C@@H:13]([CH2:29][O:30]CC4C=CC(Cl)=CC=4Cl)[O:12]3)[C:4]=2[N:5]=[CH:6][N:7]=1.B(Cl)(Cl)Cl, predict the reaction product. The product is: [Cl:1][C:2]1[C:3]2[CH:10]=[CH:9][N:8]([C@H:11]3[C@:15]([C:17]#[CH:18])([OH:16])[C@H:14]([OH:19])[C@@H:13]([CH2:29][OH:30])[O:12]3)[C:4]=2[N:5]=[CH:6][N:7]=1. (4) Given the reactants C([O:3][C:4](=[O:23])[C@@H:5]([O:20][CH2:21][CH3:22])[CH2:6][C:7]1[CH:12]=[CH:11][C:10]([O:13][C:14]([C:17]([OH:19])=O)([CH3:16])[CH3:15])=[CH:9][CH:8]=1)C.[C:24]1([C:32]2[CH:37]=[CH:36][CH:35]=[CH:34][CH:33]=2)[CH:29]=[CH:28][CH:27]=[C:26]([CH2:30][NH2:31])[CH:25]=1.C(O[C@@H](CC1C=CC(O[C@@H](C(=O)NCCC2C=CC(OC3C=CC=CC=3)=CC=2)C)=CC=1)C(O)=O)C, predict the reaction product. The product is: [C:24]1([C:32]2[CH:37]=[CH:36][CH:35]=[CH:34][CH:33]=2)[CH:29]=[CH:28][CH:27]=[C:26]([CH2:30][NH:31][C:17]([C:14]([CH3:15])([O:13][C:10]2[CH:9]=[CH:8][C:7]([CH2:6][C@H:5]([O:20][CH2:21][CH3:22])[C:4]([OH:3])=[O:23])=[CH:12][CH:11]=2)[CH3:16])=[O:19])[CH:25]=1. (5) Given the reactants S(=O)(=O)(O)[OH:2].[CH3:6][N:7]1[C:15]2[C:10](=[CH:11][C:12]([C:16]3[NH:17][C:18]4[N:19]([N:23]=[CH:24][C:25]=4[C:26]#[N:27])[C:20](=[O:22])[CH:21]=3)=[CH:13][CH:14]=2)[CH:9]=[N:8]1, predict the reaction product. The product is: [CH3:6][N:7]1[C:15]2[C:10](=[CH:11][C:12]([C:16]3[NH:17][C:18]4[N:19]([N:23]=[CH:24][C:25]=4[C:26]([NH2:27])=[O:2])[C:20](=[O:22])[CH:21]=3)=[CH:13][CH:14]=2)[CH:9]=[N:8]1. (6) Given the reactants Cl[Sn]Cl.Cl.[CH2:5]([O:7][P:8]([CH2:13][O:14][C:15]1[CH:20]=[CH:19][C:18]([O:21][CH3:22])=[CH:17][C:16]=1[N+:23]([O-])=O)([O:10][CH2:11][CH3:12])=[O:9])[CH3:6], predict the reaction product. The product is: [CH2:11]([O:10][P:8]([CH2:13][O:14][C:15]1[CH:20]=[CH:19][C:18]([O:21][CH3:22])=[CH:17][C:16]=1[NH2:23])([O:7][CH2:5][CH3:6])=[O:9])[CH3:12].